From a dataset of Forward reaction prediction with 1.9M reactions from USPTO patents (1976-2016). Predict the product of the given reaction. (1) Given the reactants [CH2:1]([CH:3]([O:6][C:7]1[CH:12]=[C:11]([CH3:13])[N:10]=[C:9]([NH:14][C:15]2[C:20]([CH3:21])=[CH:19][C:18]([CH3:22])=[CH:17][C:16]=2[CH3:23])[C:8]=1[NH2:24])[CH2:4][CH3:5])[CH3:2].[Cl:25][CH2:26][C:27](Cl)=[O:28].CCN(CC)CC, predict the reaction product. The product is: [Cl:25][CH2:26][C:27]([NH:24][C:8]1[C:9]([NH:14][C:15]2[C:20]([CH3:21])=[CH:19][C:18]([CH3:22])=[CH:17][C:16]=2[CH3:23])=[N:10][C:11]([CH3:13])=[CH:12][C:7]=1[O:6][CH:3]([CH2:4][CH3:5])[CH2:1][CH3:2])=[O:28]. (2) Given the reactants [CH3:1][O:2][C:3]1[C:4](=[O:36])[C:5]([CH3:35])=[C:6]([CH2:12][C:13]2[CH:14]=[CH:15][C:16]([O:31]C(=O)C)=[C:17]([CH:30]=2)[C:18]([NH:20][C:21]2[CH:26]=[CH:25][C:24]([C:27](=[O:29])[CH3:28])=[CH:23][CH:22]=2)=[O:19])[C:7](=[O:11])[C:8]=1[O:9][CH3:10].C(=O)([O-])O.[Na+], predict the reaction product. The product is: [CH3:1][O:2][C:3]1[C:4](=[O:36])[C:5]([CH3:35])=[C:6]([CH2:12][C:13]2[CH:14]=[CH:15][C:16]([OH:31])=[C:17]([CH:30]=2)[C:18]([NH:20][C:21]2[CH:22]=[CH:23][C:24]([C:27](=[O:29])[CH3:28])=[CH:25][CH:26]=2)=[O:19])[C:7](=[O:11])[C:8]=1[O:9][CH3:10]. (3) Given the reactants [Br:1]N1C(=O)CCC1=O.[F:9][C:10]([F:25])([F:24])[C:11]1[N:16]=[CH:15][N:14]=[C:13]([C:17]2[CH:23]=[CH:22][CH:21]=[CH:20][C:18]=2[NH2:19])[CH:12]=1.O, predict the reaction product. The product is: [Br:1][C:22]1[CH:21]=[CH:20][C:18]([NH2:19])=[C:17]([C:13]2[CH:12]=[C:11]([C:10]([F:9])([F:24])[F:25])[N:16]=[CH:15][N:14]=2)[CH:23]=1. (4) Given the reactants C([N:3]([CH2:6]C)CC)C.ClC([O:11][CH2:12][C:13]1[CH:18]=[CH:17][CH:16]=[CH:15][CH:14]=1)=O.[O:19]1CCCC1, predict the reaction product. The product is: [C:12]1(=[O:11])[NH:3][C:6](=[O:19])[C:14]2=[CH:15][CH:16]=[CH:17][CH:18]=[C:13]12.